From a dataset of Catalyst prediction with 721,799 reactions and 888 catalyst types from USPTO. Predict which catalyst facilitates the given reaction. (1) Reactant: [CH2:1]([O:8][C:9]1[CH:14]=[CH:13][C:12]([C:15]2[O:16][C:17]3[CH:27]=[C:26]([N:28]([CH2:33][C:34]4[CH:39]=[CH:38][C:37]([O:40][CH3:41])=[CH:36][CH:35]=4)[S:29]([CH3:32])(=[O:31])=[O:30])[C:25]([CH:42]4[CH2:44][CH2:43]4)=[CH:24][C:18]=3[C:19]=2[C:20](OC)=[O:21])=[CH:11][CH:10]=1)[C:2]1[CH:7]=[CH:6][CH:5]=[CH:4][CH:3]=1.[H-].[Al+3].[Li+].[H-].[H-].[H-].O.[OH-].[Na+]. Product: [CH2:1]([O:8][C:9]1[CH:10]=[CH:11][C:12]([C:15]2[O:16][C:17]3[CH:27]=[C:26]([N:28]([CH2:33][C:34]4[CH:35]=[CH:36][C:37]([O:40][CH3:41])=[CH:38][CH:39]=4)[S:29]([CH3:32])(=[O:31])=[O:30])[C:25]([CH:42]4[CH2:43][CH2:44]4)=[CH:24][C:18]=3[C:19]=2[CH2:20][OH:21])=[CH:13][CH:14]=1)[C:2]1[CH:3]=[CH:4][CH:5]=[CH:6][CH:7]=1. The catalyst class is: 54. (2) Reactant: [Si:1]([O:18][CH2:19][C:20]1[S:21][CH:22]=[CH:23][C:24]=1[CH:25]=O)([C:14]([CH3:17])([CH3:16])[CH3:15])([C:8]1[CH:13]=[CH:12][CH:11]=[CH:10][CH:9]=1)[C:2]1[CH:7]=[CH:6][CH:5]=[CH:4][CH:3]=1.Cl.[O:28]([NH2:30])[CH3:29].C([O-])(=O)C.[Na+].C(=O)(O)[O-].[Na+]. Product: [CH3:29][O:28][N:30]=[CH:25][C:24]1[CH:23]=[CH:22][S:21][C:20]=1[CH2:19][O:18][Si:1]([C:14]([CH3:17])([CH3:16])[CH3:15])([C:2]1[CH:7]=[CH:6][CH:5]=[CH:4][CH:3]=1)[C:8]1[CH:13]=[CH:12][CH:11]=[CH:10][CH:9]=1. The catalyst class is: 40. (3) Reactant: [N+:1]([O-:4])([OH:3])=[O:2].C(OC(=O)C)(=O)C.[CH2:12](O)[C:13]#[C:14][CH2:15][OH:16]. Product: [N+:1]([O:4][CH2:12][C:13]#[C:14][CH2:15][OH:16])([O-:3])=[O:2]. The catalyst class is: 49.